Dataset: Full USPTO retrosynthesis dataset with 1.9M reactions from patents (1976-2016). Task: Predict the reactants needed to synthesize the given product. (1) Given the product [I:12][C:9]1[CH:10]=[C:11]2[C:6](=[CH:7][CH:8]=1)[N:5]=[C:4]([CH3:13])[C:3]([S:14]([CH3:17])(=[O:16])=[O:15])=[C:2]2[N:18]1[CH2:23][CH2:22][O:21][CH2:20][CH2:19]1, predict the reactants needed to synthesize it. The reactants are: Cl[C:2]1[C:11]2[C:6](=[CH:7][CH:8]=[C:9]([I:12])[CH:10]=2)[N:5]=[C:4]([CH3:13])[C:3]=1[S:14]([CH3:17])(=[O:16])=[O:15].[NH:18]1[CH2:23][CH2:22][O:21][CH2:20][CH2:19]1.C(N(CC)C(C)C)(C)C. (2) Given the product [F:1][C:2]([F:14])([F:13])[C:3]1[CH:4]=[C:5]([S:9]([N:15]2[CH2:20][CH2:19][CH2:18][CH2:17][CH:16]2[CH2:21][C:22]([OH:24])=[O:23])(=[O:11])=[O:10])[CH:6]=[CH:7][CH:8]=1, predict the reactants needed to synthesize it. The reactants are: [F:1][C:2]([F:14])([F:13])[C:3]1[CH:4]=[C:5]([S:9](Cl)(=[O:11])=[O:10])[CH:6]=[CH:7][CH:8]=1.[NH:15]1[CH2:20][CH2:19][CH2:18][CH2:17][CH:16]1[CH2:21][C:22]([OH:24])=[O:23].Cl. (3) Given the product [C:1]([C:3]1[C:4]([N:18]2[CH2:23][CH2:22][N:21]([C:25]([NH:24][CH2:27][C:28]3[CH:33]=[CH:32][CH:31]=[CH:30][C:29]=3[CH3:34])=[O:26])[CH2:20][CH2:19]2)=[N:5][C:6]([C:14]([F:15])([F:17])[F:16])=[C:7]([CH:13]=1)[C:8]([O:10][CH2:11][CH3:12])=[O:9])#[N:2], predict the reactants needed to synthesize it. The reactants are: [C:1]([C:3]1[C:4]([N:18]2[CH2:23][CH2:22][NH:21][CH2:20][CH2:19]2)=[N:5][C:6]([C:14]([F:17])([F:16])[F:15])=[C:7]([CH:13]=1)[C:8]([O:10][CH2:11][CH3:12])=[O:9])#[N:2].[N:24]([CH2:27][C:28]1[CH:33]=[CH:32][CH:31]=[CH:30][C:29]=1[CH3:34])=[C:25]=[O:26].